From a dataset of Catalyst prediction with 721,799 reactions and 888 catalyst types from USPTO. Predict which catalyst facilitates the given reaction. (1) Reactant: [F:1][C:2]1[CH:7]=[CH:6][C:5]([CH3:8])=[CH:4][C:3]=1[NH:9][C:10]([NH:12][C:13]1[CH:48]=[CH:47][C:16]([O:17][C:18]2[CH:23]=[CH:22][N:21]=[C:20]([C:24]3[NH:28][CH:27]=[C:26]([C:29]([NH:31][CH2:32][CH2:33][CH2:34][N:35]4[CH2:39][CH2:38][CH:37]([C:40]([O:42]C(C)(C)C)=[O:41])[CH2:36]4)=[O:30])[CH:25]=3)[CH:19]=2)=[CH:15][CH:14]=1)=[O:11].C(O)(C(F)(F)F)=O. Product: [F:1][C:2]1[CH:7]=[CH:6][C:5]([CH3:8])=[CH:4][C:3]=1[NH:9][C:10]([NH:12][C:13]1[CH:14]=[CH:15][C:16]([O:17][C:18]2[CH:23]=[CH:22][N:21]=[C:20]([C:24]3[NH:28][CH:27]=[C:26]([C:29]([NH:31][CH2:32][CH2:33][CH2:34][N:35]4[CH2:39][CH2:38][CH:37]([C:40]([OH:42])=[O:41])[CH2:36]4)=[O:30])[CH:25]=3)[CH:19]=2)=[CH:47][CH:48]=1)=[O:11]. The catalyst class is: 2. (2) Reactant: [F:1][C:2]1([F:56])[C:6]2[N:7]([CH2:14][C:15]([NH:17][C@H:18]([C:28]3[C:33]([C:34]4[CH:35]=[CH:36][C:37]([F:43])=[C:38]([CH:42]=4)[C:39]([NH2:41])=[O:40])=[CH:32][C:31]([N:44]4C(=O)C5C(=CC=CC=5)C4=O)=[CH:30][N:29]=3)[CH2:19][C:20]3[CH:25]=[C:24]([F:26])[CH:23]=[C:22]([F:27])[CH:21]=3)=[O:16])[N:8]=[C:9]([C:10]([F:13])([F:12])[F:11])[C:5]=2[C@H:4]2[CH2:55][C@@H:3]12.O.NN. Product: [NH2:44][C:31]1[CH:32]=[C:33]([C:34]2[CH:35]=[CH:36][C:37]([F:43])=[C:38]([CH:42]=2)[C:39]([NH2:41])=[O:40])[C:28]([C@@H:18]([NH:17][C:15](=[O:16])[CH2:14][N:7]2[C:6]3[C:2]([F:56])([F:1])[C@@H:3]4[CH2:55][C@@H:4]4[C:5]=3[C:9]([C:10]([F:11])([F:12])[F:13])=[N:8]2)[CH2:19][C:20]2[CH:25]=[C:24]([F:26])[CH:23]=[C:22]([F:27])[CH:21]=2)=[N:29][CH:30]=1. The catalyst class is: 8. (3) Reactant: FC(F)(F)C(OC1C(OC(=O)C(F)(F)F)=C(I)C=CC=1)=O.C([C:25]1[CH:30]=[C:29]([O:31][C:32]2[CH:37]=[CH:36][C:35]([NH:38][C:39]([NH:41][C:42](=[O:51])[CH2:43][C:44]3[CH:49]=[CH:48][C:47]([F:50])=[CH:46][CH:45]=3)=[O:40])=[CH:34][C:33]=2[F:52])[CH:28]=[CH:27][N:26]=1)(=O)N.O.[N:54]1C=CC=CC=1.[ClH:60]. Product: [ClH:60].[NH2:54][C:25]1[CH:30]=[C:29]([O:31][C:32]2[CH:37]=[CH:36][C:35]([NH:38][C:39]([NH:41][C:42](=[O:51])[CH2:43][C:44]3[CH:49]=[CH:48][C:47]([F:50])=[CH:46][CH:45]=3)=[O:40])=[CH:34][C:33]=2[F:52])[CH:28]=[CH:27][N:26]=1. The catalyst class is: 3. (4) Reactant: C([O:8][N:9]1[C:14](=[O:15])[C:13]2[CH:16]=[C:17]([F:25])[C:18]([N:20]3[CH2:24][CH2:23][CH2:22][CH2:21]3)=[N:19][C:12]=2[N:11]([C:26]2[CH:31]=[CH:30][C:29]([O:32][CH3:33])=[CH:28][CH:27]=2)[C:10]1=[O:34])C1C=CC=CC=1. Product: [F:25][C:17]1[C:18]([N:20]2[CH2:21][CH2:22][CH2:23][CH2:24]2)=[N:19][C:12]2[N:11]([C:26]3[CH:31]=[CH:30][C:29]([O:32][CH3:33])=[CH:28][CH:27]=3)[C:10](=[O:34])[N:9]([OH:8])[C:14](=[O:15])[C:13]=2[CH:16]=1. The catalyst class is: 123. (5) Reactant: [CH:1](NC(C)C)(C)C.C([Li])CCC.CCCCCC.[N:19]1([C:30]([O:32][C:33]([CH3:36])([CH3:35])[CH3:34])=[O:31])[CH2:24][CH2:23][CH2:22][CH:21]([C:25]([O:27][CH2:28][CH3:29])=[O:26])[CH2:20]1.CI.[Cl-].[NH4+]. Product: [CH3:1][C:21]1([C:25]([O:27][CH2:28][CH3:29])=[O:26])[CH2:22][CH2:23][CH2:24][N:19]([C:30]([O:32][C:33]([CH3:35])([CH3:34])[CH3:36])=[O:31])[CH2:20]1. The catalyst class is: 7.